From a dataset of HIV replication inhibition screening data with 41,000+ compounds from the AIDS Antiviral Screen. Binary Classification. Given a drug SMILES string, predict its activity (active/inactive) in a high-throughput screening assay against a specified biological target. (1) The drug is COc1ccc(OC)c(N(CN2C(=O)CCC2C(=O)O)C(C)=O)c1. The result is 0 (inactive). (2) The compound is C#CCNC(=O)NCCCC(NC(C)=O)C(=O)NCc1ccccc1. The result is 0 (inactive). (3) The molecule is NC(=O)CN(CC(N)=O)C(N)=O. The result is 0 (inactive). (4) The compound is c1csc(-c2nc3sc(-c4cccs4)nc3s2)c1. The result is 0 (inactive). (5) The drug is O=S1(=O)c2ccccc2C(O)(c2ccccc2)c2ccccc21. The result is 0 (inactive). (6) The compound is CC1COC2=C1C(=O)C(=O)c1c2ccc2c1CCCC2(C)C. The result is 0 (inactive).